Task: Predict the product of the given reaction.. Dataset: Forward reaction prediction with 1.9M reactions from USPTO patents (1976-2016) (1) Given the reactants [F:1][C:2]1[C:15]2[NH:14][CH2:13][C:12]3[C:8]4=[C:9]([C:23](=[O:27])[N:24]([CH3:26])[CH:25]=[C:7]4[C:6]=2[CH:5]=[C:4]([F:28])[CH:3]=1)[N:10]([C:16]([O:18][C:19]([CH3:22])([CH3:21])[CH3:20])=[O:17])[CH:11]=3.[C:29](Cl)(=[O:33])[O:30][CH2:31][CH3:32].C(N(C(C)C)C(C)C)C, predict the reaction product. The product is: [F:1][C:2]1[C:15]2[N:14]([C:29]([O:30][CH2:31][CH3:32])=[O:33])[CH2:13][C:12]3[C:8]4=[C:9]([C:23](=[O:27])[N:24]([CH3:26])[CH:25]=[C:7]4[C:6]=2[CH:5]=[C:4]([F:28])[CH:3]=1)[N:10]([C:16]([O:18][C:19]([CH3:22])([CH3:21])[CH3:20])=[O:17])[CH:11]=3. (2) Given the reactants [C:1]1([CH:7]([C:19]2[CH:24]=[CH:23][CH:22]=[CH:21][CH:20]=2)[O:8][CH:9]2[CH2:14][CH2:13][N:12]([CH2:15][CH2:16][CH2:17][NH2:18])[CH2:11][CH2:10]2)[CH:6]=[CH:5][CH:4]=[CH:3][CH:2]=1.Cl[C:26]1[CH:27]=[CH:28][C:29]2[N:30]([CH:32]=[C:33]([C:35]([CH3:42])([CH3:41])[C:36]([O:38][CH2:39][CH3:40])=[O:37])[N:34]=2)[N:31]=1.[C:43](=[O:46])([OH:45])[O-].[Na+], predict the reaction product. The product is: [C:36]([OH:38])(=[O:37])/[CH:35]=[CH:33]/[C:43]([OH:45])=[O:46].[C:36]([OH:38])(=[O:37])/[CH:35]=[CH:33]/[C:43]([OH:45])=[O:46].[C:19]1([CH:7]([C:1]2[CH:2]=[CH:3][CH:4]=[CH:5][CH:6]=2)[O:8][CH:9]2[CH2:14][CH2:13][N:12]([CH2:15][CH2:16][CH2:17][NH:18][C:26]3[CH:27]=[CH:28][C:29]4[N:30]([CH:32]=[C:33]([C:35]([CH3:41])([CH3:42])[C:36]([O:38][CH2:39][CH3:40])=[O:37])[N:34]=4)[N:31]=3)[CH2:11][CH2:10]2)[CH:24]=[CH:23][CH:22]=[CH:21][CH:20]=1. (3) Given the reactants [Cl:1][C:2]1[N:7]=[C:6]([NH:8][C:9]2[CH:14]=[CH:13][C:12]([O:15][CH3:16])=[CH:11][C:10]=2[NH:17][S:18]([CH3:21])(=[O:20])=[O:19])[C:5]([Cl:22])=[CH:4][N:3]=1.[F:23][C:24]1[CH:30]=[C:29]([F:31])[C:28]([O:32][CH3:33])=[CH:27][C:25]=1[NH2:26], predict the reaction product. The product is: [ClH:1].[Cl:22][C:5]1[C:6]([NH:8][C:9]2[CH:14]=[CH:13][C:12]([O:15][CH3:16])=[CH:11][C:10]=2[NH:17][S:18]([CH3:21])(=[O:20])=[O:19])=[N:7][C:2]([NH:26][C:25]2[CH:27]=[C:28]([O:32][CH3:33])[C:29]([F:31])=[CH:30][C:24]=2[F:23])=[N:3][CH:4]=1. (4) Given the reactants Cl.[CH:2]1([N:5]([CH3:12])[CH2:6]/[CH:7]=[CH:8]/[C:9]([OH:11])=O)[CH2:4][CH2:3]1.C(Cl)(C(Cl)=O)=O.[NH2:19][C:20]1[N:28]=[CH:27][N:26]=[C:25]2[C:21]=1[N:22]([C:40]1[CH:45]=[CH:44][C:43]([O:46][C:47]3[CH:52]=[CH:51][CH:50]=[CH:49][CH:48]=3)=[CH:42][CH:41]=1)[C:23](=[O:39])[N:24]2[C:29]1[CH:38]=[CH:37][C:32]2[O:33][CH2:34][CH2:35][NH:36][C:31]=2[CH:30]=1, predict the reaction product. The product is: [NH2:19][C:20]1[N:28]=[CH:27][N:26]=[C:25]2[C:21]=1[N:22]([C:40]1[CH:41]=[CH:42][C:43]([O:46][C:47]3[CH:52]=[CH:51][CH:50]=[CH:49][CH:48]=3)=[CH:44][CH:45]=1)[C:23](=[O:39])[N:24]2[C:29]1[CH:38]=[CH:37][C:32]2[O:33][CH2:34][CH2:35][N:36]([C:9](=[O:11])/[CH:8]=[CH:7]/[CH2:6][N:5]([CH:2]3[CH2:3][CH2:4]3)[CH3:12])[C:31]=2[CH:30]=1. (5) Given the reactants [CH3:1][NH:2][CH2:3][CH2:4][OH:5].[C:6]([O:11][CH2:12][CH:13]1[O:15][CH2:14]1)(=[O:10])[C:7]([CH3:9])=[CH2:8], predict the reaction product. The product is: [C:6]([O:11][CH2:12][CH:13]([OH:15])[CH2:14][N:2]([CH2:3][CH2:4][OH:5])[CH3:1])(=[O:10])[C:7]([CH3:9])=[CH2:8]. (6) Given the reactants [NH2:1][C@H:2]([C:14]([NH:16][C:17]1[CH:18]=[N:19][N:20]([CH3:23])[C:21]=1[NH2:22])=[O:15])[CH2:3][CH2:4][CH2:5][NH:6][C:7](=[O:13])[O:8][C:9]([CH3:12])([CH3:11])[CH3:10].C(N(CC)CC)C.[C:31]([O:35][C:36]([NH:38][CH2:39][CH2:40][C:41](ON1C(=O)CCC1=O)=[O:42])=[O:37])([CH3:34])([CH3:33])[CH3:32], predict the reaction product. The product is: [NH2:22][C:21]1[N:20]([CH3:23])[N:19]=[CH:18][C:17]=1[NH:16][C:14](=[O:15])[C@@H:2]([NH:1][C:41](=[O:42])[CH2:40][CH2:39][NH:38][C:36]([O:35][C:31]([CH3:33])([CH3:32])[CH3:34])=[O:37])[CH2:3][CH2:4][CH2:5][NH:6][C:7](=[O:13])[O:8][C:9]([CH3:11])([CH3:12])[CH3:10]. (7) Given the reactants ClC1C=CC(C2N=C(N3CCN(CC(C4C=CC(OC)=CC=4)O)CC3)SN=2)=CC=1.[Cl:30][C:31]1[CH:36]=[CH:35][C:34]([C:37]2[N:41]=[C:40]([N:42]3[CH2:47][CH2:46][N:45]([CH2:48][C:49]([C:51]4[CH:56]=[CH:55][CH:54]=[C:53]([O:57][CH3:58])[CH:52]=4)=[O:50])[CH2:44][CH2:43]3)[S:39][N:38]=2)=[CH:33][CH:32]=1, predict the reaction product. The product is: [Cl:30][C:31]1[CH:32]=[CH:33][C:34]([C:37]2[N:41]=[C:40]([N:42]3[CH2:43][CH2:44][N:45]([CH2:48][CH:49]([C:51]4[CH:56]=[CH:55][CH:54]=[C:53]([O:57][CH3:58])[CH:52]=4)[OH:50])[CH2:46][CH2:47]3)[S:39][N:38]=2)=[CH:35][CH:36]=1.